Dataset: Reaction yield outcomes from USPTO patents with 853,638 reactions. Task: Predict the reaction yield, written as a fraction of the theoretical maximum amount of product (1.0 means a 100% yield; for example, 0.34 means a 34% yield). (1) The reactants are [CH2:1]([C:8]1[CH:20]=[CH:19][C:11]([O:12][CH2:13][C@H:14]2[CH2:18][CH2:17][CH2:16][NH:15]2)=[CH:10][CH:9]=1)[C:2]1[CH:7]=[CH:6][CH:5]=[CH:4][CH:3]=1.C(N(CC)CC)C.Br[CH2:29][CH2:30][C:31]([O:33][CH3:34])=[O:32]. The catalyst is CN(C=O)C. The product is [CH3:34][O:33][C:31](=[O:32])[CH2:30][CH2:29][N:15]1[CH2:16][CH2:17][CH2:18][C@@H:14]1[CH2:13][O:12][C:11]1[CH:19]=[CH:20][C:8]([CH2:1][C:2]2[CH:3]=[CH:4][CH:5]=[CH:6][CH:7]=2)=[CH:9][CH:10]=1. The yield is 0.130. (2) The reactants are Br.COC(=O)[NH:5][CH2:6][C@H:7]([CH2:12][C:13](=[O:23])N[C@H](C1C=CC=CC=1)C)[CH2:8][CH:9]([CH3:11])[CH3:10].[OH-:25].[Na+]. The catalyst is O. The product is [CH3:11][CH:9]([CH2:8][C@H:7]([CH2:6][NH2:5])[CH2:12][C:13]([OH:23])=[O:25])[CH3:10]. The yield is 0.510. (3) The reactants are I[C:2]1[CH:7]=[CH:6][N:5]=[C:4]([Cl:8])[CH:3]=1.C(OC([N:16]1[C:20]([CH:21]2[CH2:23][CH2:22]2)=[CH:19][C:18]([NH2:24])=[N:17]1)=O)(C)(C)C.CC1(C)C2C(=C(P(C3C=CC=CC=3)C3C=CC=CC=3)C=CC=2)OC2C(P(C3C=CC=CC=3)C3C=CC=CC=3)=CC=CC1=2.C([O-])([O-])=O.[Cs+].[Cs+]. The catalyst is C1(C)C=CC=CC=1.C1C=CC(/C=C/C(/C=C/C2C=CC=CC=2)=O)=CC=1.C1C=CC(/C=C/C(/C=C/C2C=CC=CC=2)=O)=CC=1.C1C=CC(/C=C/C(/C=C/C2C=CC=CC=2)=O)=CC=1.[Pd].[Pd]. The product is [Cl:8][C:4]1[CH:3]=[C:2]([NH:24][C:18]2[CH:19]=[C:20]([CH:21]3[CH2:23][CH2:22]3)[NH:16][N:17]=2)[CH:7]=[CH:6][N:5]=1. The yield is 0.480. (4) The reactants are [Br:1][C:2]1[CH:3]=[C:4]([N:13]([CH2:22][CH3:23])[C@H:14]2[CH2:19][CH2:18][C@H:17]([NH:20][CH3:21])[CH2:16][CH2:15]2)[C:5]([CH3:12])=[C:6]([CH:11]=1)[C:7]([O:9][CH3:10])=[O:8].Br[CH2:25][CH2:26][O:27][CH3:28].C([O-])([O-])=O.[K+].[K+]. The catalyst is C(#N)C.O. The product is [Br:1][C:2]1[CH:3]=[C:4]([N:13]([CH2:22][CH3:23])[C@H:14]2[CH2:19][CH2:18][C@H:17]([N:20]([CH2:25][CH2:26][O:27][CH3:28])[CH3:21])[CH2:16][CH2:15]2)[C:5]([CH3:12])=[C:6]([CH:11]=1)[C:7]([O:9][CH3:10])=[O:8]. The yield is 0.693. (5) The reactants are C(N[C:5]1[C:6]([N+:15]([O-:17])=[O:16])=[C:7]([CH:11]=[CH:12][C:13]=1[CH3:14])[C:8]([OH:10])=[O:9])(=O)C.[OH-:18].[K+].Cl. The catalyst is O. The product is [OH:18][C:5]1[C:6]([N+:15]([O-:17])=[O:16])=[C:7]([CH:11]=[CH:12][C:13]=1[CH3:14])[C:8]([OH:10])=[O:9]. The yield is 0.934.